Dataset: Retrosynthesis with 50K atom-mapped reactions and 10 reaction types from USPTO. Task: Predict the reactants needed to synthesize the given product. The reactants are: CCCN.COC(=O)c1c(Cl)cc(Cl)c(OC)c1[N+](=O)[O-]. Given the product CCCNC(=O)c1c(Cl)cc(Cl)c(OC)c1[N+](=O)[O-], predict the reactants needed to synthesize it.